This data is from Reaction yield outcomes from USPTO patents with 853,638 reactions. The task is: Predict the reaction yield, written as a fraction of the theoretical maximum amount of product (1.0 means a 100% yield; for example, 0.34 means a 34% yield). The reactants are C(P1(=O)OP(CCC)(=O)OP(CCC)(=O)O1)CC.[C:19]([O:23][C:24]([N:26]1[CH2:35][CH2:34][C:33]2[C:28](=[CH:29][CH:30]=[C:31]([O:36][CH3:37])[CH:32]=2)[CH:27]1[C:38]([OH:40])=O)=[O:25])([CH3:22])([CH3:21])[CH3:20].[F:41][C:42]1[CH:43]=[C:44]([CH:46]=[CH:47][C:48]=1[Si:49]([CH3:52])([CH3:51])[CH3:50])[NH2:45].CCN(C(C)C)C(C)C. The catalyst is CN(C1C=CN=CC=1)C.C(OCC)(=O)C.O. The product is [F:41][C:42]1[CH:43]=[C:44]([NH:45][C:38]([CH:27]2[C:28]3[C:33](=[CH:32][C:31]([O:36][CH3:37])=[CH:30][CH:29]=3)[CH2:34][CH2:35][N:26]2[C:24]([O:23][C:19]([CH3:20])([CH3:22])[CH3:21])=[O:25])=[O:40])[CH:46]=[CH:47][C:48]=1[Si:49]([CH3:51])([CH3:50])[CH3:52]. The yield is 0.780.